Predict the reaction yield, written as a fraction of the theoretical maximum amount of product (1.0 means a 100% yield; for example, 0.34 means a 34% yield). From a dataset of Reaction yield outcomes from USPTO patents with 853,638 reactions. (1) The reactants are [F:1][C:2]1[N:7]=[CH:6][C:5]([OH:8])=[CH:4][CH:3]=1.[C:9](=O)([O-])[O-].[K+].[K+].CI.CN(C=O)C. The catalyst is O. The product is [F:1][C:2]1[CH:3]=[CH:4][C:5]([O:8][CH3:9])=[CH:6][N:7]=1. The yield is 0.920. (2) The catalyst is CCO.O.[Ni]. The reactants are C(C1C=CC(C[N:10]2[C:18]3[C:13](=[CH:14][C:15]([N+:19]([O-])=O)=[CH:16][CH:17]=3)[CH:12]=[CH:11]2)=CC=1)(C)(C)C.NN.CCOC(C)=O. The product is [NH2:19][C:15]1[CH:14]=[C:13]2[C:18](=[CH:17][CH:16]=1)[NH:10][CH:11]=[CH:12]2. The yield is 0.960. (3) The reactants are [C:1]12([O:8][C:7]3[CH:9]=[CH:10][C:11]([C:13]4([C:16]([O:18]C)=[O:17])[CH2:15][CH2:14]4)=[CH:12][C:6]=3[O:5]1)[CH2:4][CH2:3][CH2:2]2.[Li+].[OH-].Cl. The catalyst is C1COCC1.O. The product is [C:1]12([O:8][C:7]3[CH:9]=[CH:10][C:11]([C:13]4([C:16]([OH:18])=[O:17])[CH2:15][CH2:14]4)=[CH:12][C:6]=3[O:5]1)[CH2:2][CH2:3][CH2:4]2. The yield is 0.590. (4) The reactants are [C:1]([O:5][C:6]([N:8]1[CH2:17][CH2:16][C:15]2[C:10](=[CH:11][CH:12]=[CH:13][C:14]=2/[CH:18]=[CH:19]/[C:20]([OH:22])=[O:21])[CH2:9]1)=[O:7])([CH3:4])([CH3:3])[CH3:2].C([O-])([O-])=O.[Cs+].[Cs+].[CH2:29](I)[CH3:30].O. The catalyst is CC#N. The product is [C:1]([O:5][C:6]([N:8]1[CH2:17][CH2:16][C:15]2[C:10](=[CH:11][CH:12]=[CH:13][C:14]=2/[CH:18]=[CH:19]/[C:20]([O:22][CH2:29][CH3:30])=[O:21])[CH2:9]1)=[O:7])([CH3:4])([CH3:2])[CH3:3]. The yield is 0.930. (5) The yield is 0.660. The reactants are [OH:1][C:2]1([C:31](O)=[O:32])[CH2:7][CH2:6][CH:5]([N:8]2[C:16]([NH:17][C:18]3[C:23]([F:24])=[CH:22][C:21]([F:25])=[CH:20][C:19]=3[F:26])=[N:15][C:14]3[C:9]2=[N:10][C:11]([NH:27][CH:28]([CH3:30])[CH3:29])=[N:12][CH:13]=3)[CH2:4][CH2:3]1.[CH:34]1([NH2:39])[CH2:38][CH2:37][CH2:36][CH2:35]1.C(NC(C)C)(C)C. The catalyst is C1COCC1. The product is [CH:34]1([NH:39][C:31]([C:2]2([OH:1])[CH2:7][CH2:6][CH:5]([N:8]3[C:16]([NH:17][C:18]4[C:23]([F:24])=[CH:22][C:21]([F:25])=[CH:20][C:19]=4[F:26])=[N:15][C:14]4[C:9]3=[N:10][C:11]([NH:27][CH:28]([CH3:30])[CH3:29])=[N:12][CH:13]=4)[CH2:4][CH2:3]2)=[O:32])[CH2:38][CH2:37][CH2:36][CH2:35]1.